This data is from Forward reaction prediction with 1.9M reactions from USPTO patents (1976-2016). The task is: Predict the product of the given reaction. (1) Given the reactants [Si:1]([N:8]([CH2:12][C:13]1[CH:18]=[CH:17][CH:16]=[CH:15][CH:14]=1)[CH2:9][CH:10]=[CH2:11])([C:4]([CH3:7])([CH3:6])[CH3:5])([CH3:3])[CH3:2].[CH3:19][SiH:20]([O:24][CH2:25][CH3:26])[O:21][CH2:22][CH3:23], predict the reaction product. The product is: [Si:1]([N:8]([CH2:12][C:13]1[CH:14]=[CH:15][CH:16]=[CH:17][CH:18]=1)[CH2:9][CH2:10][CH2:11][Si:20]([CH3:19])([O:24][CH2:25][CH3:26])[O:21][CH2:22][CH3:23])([C:4]([CH3:7])([CH3:5])[CH3:6])([CH3:3])[CH3:2]. (2) Given the reactants [CH3:1][O:2][C:3](=[O:23])[C:4]1[CH:9]=[CH:8][C:7]([O:10][CH3:11])=[C:6]([NH:12][C:13](=[NH:22])[C:14]2[CH:19]=[CH:18][C:17]([F:20])=[CH:16][C:15]=2[Cl:21])[CH:5]=1.[O-]Cl.[Na+].C([O-])([O-])=O.[Na+].[Na+], predict the reaction product. The product is: [CH3:1][O:2][C:3]([C:4]1[C:5]2[N:22]=[C:13]([C:14]3[CH:19]=[CH:18][C:17]([F:20])=[CH:16][C:15]=3[Cl:21])[NH:12][C:6]=2[C:7]([O:10][CH3:11])=[CH:8][CH:9]=1)=[O:23]. (3) The product is: [F:1][C:2]([F:26])([F:27])[C:3]1[CH:4]=[C:5]([NH:9][C:10](=[O:25])[C:11](=[CH:37][C:34]2[CH:35]=[CH:36][C:29]3[O:28][CH2:32][CH2:31][C:30]=3[CH:33]=2)[C:12]([NH:14][C:15]2[CH:20]=[CH:19][CH:18]=[C:17]([C:21]([F:24])([F:23])[F:22])[CH:16]=2)=[O:13])[CH:6]=[CH:7][CH:8]=1. Given the reactants [F:1][C:2]([F:27])([F:26])[C:3]1[CH:4]=[C:5]([NH:9][C:10](=[O:25])[CH2:11][C:12]([NH:14][C:15]2[CH:20]=[CH:19][CH:18]=[C:17]([C:21]([F:24])([F:23])[F:22])[CH:16]=2)=[O:13])[CH:6]=[CH:7][CH:8]=1.[O:28]1[CH2:32][CH2:31][C:30]2[CH:33]=[C:34]([CH:37]=O)[CH:35]=[CH:36][C:29]1=2, predict the reaction product.